From a dataset of Forward reaction prediction with 1.9M reactions from USPTO patents (1976-2016). Predict the product of the given reaction. Given the reactants [Br:1][C:2]1[CH:11]=[CH:10][CH:9]=[C:8]2[C:3]=1[CH2:4][CH2:5][N:6]([C:15]([O:17][C:18]([CH3:21])([CH3:20])[CH3:19])=[O:16])[CH:7]2[C:12]([OH:14])=[O:13].S(Cl)(Cl)=O.[C:26](OC([O-])=O)([O-])=O.[Na+].[Na+].O(C(OC(C)(C)C)=O)C(OC(C)(C)C)=O, predict the reaction product. The product is: [Br:1][C:2]1[CH:11]=[CH:10][CH:9]=[C:8]2[C:3]=1[CH2:4][CH2:5][N:6]([C:15]([O:17][C:18]([CH3:21])([CH3:20])[CH3:19])=[O:16])[CH:7]2[C:12]([O:14][CH3:26])=[O:13].